Dataset: Full USPTO retrosynthesis dataset with 1.9M reactions from patents (1976-2016). Task: Predict the reactants needed to synthesize the given product. (1) Given the product [F:19][C:16]([F:17])([F:18])[C:11]1[CH:12]=[CH:13][CH:14]=[CH:15][C:10]=1[CH:9]=[C:44]1[CH2:45][CH2:46][N:41]([C:39]([O:38][C:34]([CH3:37])([CH3:36])[CH3:35])=[O:40])[CH2:42][CH2:43]1, predict the reactants needed to synthesize it. The reactants are: [Br-].C1([P+](C2C=CC=CC=2)(C2C=CC=CC=2)[CH2:9][C:10]2[CH:15]=[CH:14][CH:13]=[CH:12][C:11]=2[C:16]([F:19])([F:18])[F:17])C=CC=CC=1.[H-].[Na+].[C:34]([O:38][C:39]([N:41]1[CH2:46][CH2:45][C:44](=O)[CH2:43][CH2:42]1)=[O:40])([CH3:37])([CH3:36])[CH3:35]. (2) Given the product [CH3:9][O:10][C:11]1[CH:25]=[CH:24][C:14]([CH2:15][C:16]2[C:17](=[O:18])[NH:4][C:2]([CH3:3])=[N:5][C:21]=2[CH3:23])=[CH:13][CH:12]=1, predict the reactants needed to synthesize it. The reactants are: Cl.[C:2]([NH2:5])(=[NH:4])[CH3:3].C[O-].[Na+].[CH3:9][O:10][C:11]1[CH:25]=[CH:24][C:14]([CH2:15][CH:16]([C:21]([CH3:23])=O)[C:17](OC)=[O:18])=[CH:13][CH:12]=1.O. (3) Given the product [CH3:20][O:12][C:6]1[CH:7]=[CH:8][C:9]2[C:4](=[CH:3][C:2]([O:18][CH3:19])=[CH:11][CH:10]=2)[CH:5]=1, predict the reactants needed to synthesize it. The reactants are: O[C:2]1[CH:11]=[CH:10][C:9]2[C:4](=[CH:5][C:6]([OH:12])=[CH:7][CH:8]=2)[CH:3]=1.S([O:18][CH3:19])(OC)(=O)=O.[C:20](=O)([O-])[O-].[K+].[K+].O. (4) Given the product [CH2:60]([S:61]([NH:64][C:20]([CH:17]1[CH2:16][CH2:15][N:14]([C:3]2[C:2]([Cl:1])=[CH:7][C:6]([C:8]([O:10][CH2:11][CH3:12])=[O:9])=[C:5]([CH3:13])[N:4]=2)[CH2:19][CH2:18]1)=[O:22])(=[O:63])=[O:62])[C:54]1[CH:59]=[CH:58][CH:57]=[CH:56][CH:55]=1, predict the reactants needed to synthesize it. The reactants are: [Cl:1][C:2]1[C:3]([N:14]2[CH2:19][CH2:18][CH:17]([C:20]([OH:22])=O)[CH2:16][CH2:15]2)=[N:4][C:5]([CH3:13])=[C:6]([C:8]([O:10][CH2:11][CH3:12])=[O:9])[CH:7]=1.CCN(C(C)C)C(C)C.CN(C(ON1N=NC2C=CC=CC1=2)=[N+](C)C)C.[B-](F)(F)(F)F.[C:54]1([CH2:60][S:61]([NH2:64])(=[O:63])=[O:62])[CH:59]=[CH:58][CH:57]=[CH:56][CH:55]=1. (5) Given the product [ClH:51].[C:38]([C:2]1[CH:7]=[CH:6][C:5]([C:8]2[CH:13]=[CH:12][CH:11]=[CH:10][CH:9]=2)=[C:4]([CH2:14][NH:15][CH2:16][C@@H:17]([OH:32])[C@@H:18]([NH:28][C:29](=[O:31])[CH3:30])[CH2:19][C:20]2[CH:25]=[C:24]([F:26])[CH:23]=[C:22]([F:27])[CH:21]=2)[CH:3]=1)(=[O:40])[CH3:39], predict the reactants needed to synthesize it. The reactants are: Br[C:2]1[CH:7]=[CH:6][C:5]([C:8]2[CH:13]=[CH:12][CH:11]=[CH:10][CH:9]=2)=[C:4]([CH2:14][NH:15][CH2:16][C@@H:17]([OH:32])[C@@H:18]([NH:28][C:29](=[O:31])[CH3:30])[CH2:19][C:20]2[CH:25]=[C:24]([F:26])[CH:23]=[C:22]([F:27])[CH:21]=2)[CH:3]=1.C([Sn](CCCC)(CCCC)[C:38]([O:40]CC)=[CH2:39])CCC.[ClH:51]. (6) The reactants are: [ClH:1].Cl.[CH:3]([N:6]1[CH2:11][CH2:10][CH:9]([O:12][CH:13]2[CH2:18][CH2:17][NH:16][CH2:15][CH2:14]2)[CH2:8][CH2:7]1)([CH3:5])[CH3:4].F[C:20]1[CH:27]=[CH:26][C:23]([C:24]#[N:25])=[CH:22][CH:21]=1.C(=O)([O-])[O-].[K+].[K+]. Given the product [ClH:1].[CH3:4][CH:3]([N:6]1[CH2:11][CH2:10][CH:9]([O:12][CH:13]2[CH2:18][CH2:17][N:16]([C:20]3[CH:27]=[CH:26][C:23]([C:24]#[N:25])=[CH:22][CH:21]=3)[CH2:15][CH2:14]2)[CH2:8][CH2:7]1)[CH3:5], predict the reactants needed to synthesize it. (7) Given the product [C:1]([C:3]1[CH:8]=[CH:7][CH:6]=[CH:5][C:4]=1[S:9]([N:14]([CH3:15])[CH3:13])(=[O:11])=[O:10])#[N:2], predict the reactants needed to synthesize it. The reactants are: [C:1]([C:3]1[CH:8]=[CH:7][CH:6]=[CH:5][C:4]=1[S:9](Cl)(=[O:11])=[O:10])#[N:2].[CH3:13][NH:14][CH3:15].C(N(CC)CC)C.